This data is from M1 muscarinic receptor agonist screen with 61,833 compounds. The task is: Binary Classification. Given a drug SMILES string, predict its activity (active/inactive) in a high-throughput screening assay against a specified biological target. The drug is S(Cc1cccnc1)c1nc(N)cc(n1)N. The result is 0 (inactive).